This data is from Experimentally validated miRNA-target interactions with 360,000+ pairs, plus equal number of negative samples. The task is: Binary Classification. Given a miRNA mature sequence and a target amino acid sequence, predict their likelihood of interaction. (1) Result: 0 (no interaction). The protein sequence of the target gene is MSLNSSLSCRKELSNLTEEEGGEGGVIITQFIAIIVITIFVCLGNLVIVVTLYKKSYLLTLSNKFVFSLTLSNFLLSVLVLPFVVTSSIRREWIFGVVWCNFSALLYLLISSASMLTLGVIAIDRYYAVLYPMVYPMKITGNRAVMALVYIWLHSLIGCLPPLFGWSSVEFDEFKWMCVAAWHREPGYTAFWQIWCALFPFLVMLVCYGFIFRVARVKARKVHCGTVVIVEEDAQRTGRKNSSTSTSSSGSRRNAFQGVVYSANQCKALITILVVLGAFMVTWGPYMVVIASEALWGKSS.... The miRNA is mmu-miR-205-5p with sequence UCCUUCAUUCCACCGGAGUCUG. (2) The miRNA is hsa-miR-4789-3p with sequence CACACAUAGCAGGUGUAUAUA. The protein sequence of the target gene is MFKFHQMKHIFEILDKMRCLRKRSTVSFLGVLVIFLLFMNLYIEDSYVLEGDKQLIRETSTHQLNSERYVHTFKDLSNFSGAINVTYRYLAATPLQRKRYLTIGLSSVKRKKGNYLLETIKSIFEQSSYEELKEISVVVHLADFNSSWRDAMVQDITQKFAHHIIAGRLMVIHAPEEYYPILDGLKRNYNDPEDRVKFRSKQNVDYAFLLNFCANTSDYYVMLEDDVRCSKNFLTAIKKVIASLEGTYWVTLEFSKLGYIGKLYHSHDLPRLAHFLLMFYQEMPCDWLLTHFRGLLAQKN.... Result: 1 (interaction). (3) The miRNA is hsa-miR-513c-5p with sequence UUCUCAAGGAGGUGUCGUUUAU. The protein sequence of the target gene is MSSIKHLVYAVIRFLREQSQMDTYTSDEQESLEVAIQCLETVFKISPEDTHLAVSQPLTEMFTSSFCKNDVLPLSNSVPEDVGKADQLKDEGNNHMKEENYAAAVDCYTQAIELDPNNAVYYCNRAAAQSKLGHYTDAIKDCEKAIAIDSKYSKAYGRMGLALTALNKFEEAVTSYQKALDLDPENDSYKSNLKIAEQKLREVSSPTGTGLSFDMASLINNPAFISMAASLMQNPQVQQLMSGMMTNAIGGPAAGVGGLTDLSSLIQAGQQFAQQIQQQNPELIEQLRNHIRSRSFSSSA.... Result: 1 (interaction). (4) Result: 1 (interaction). The miRNA is mmu-miR-297b-5p with sequence AUGUAUGUGUGCAUGAACAUGU. The protein sequence of the target gene is MLGSLSLLWLAAMTTSLVSQPQILTLEDYQEGEEDDVTVATPSLAVRCDYDRCRHLQVSCQELQKVGPVACLCPGLSREDQQPEPPRLGEVQIMAEEGYAVVHWCAPFSPVSHYWLLLWESNGAPQKSAPLNATVRRAELKGLKPGVAYVLCVVAANDAGESNVPGAEVEGPENWTGPSFGPCRKFIMPPKPVTLVYAAVGVGTALALLSCAALVWHFCLRERWGCPRRQGMAQASEAL.